From a dataset of Full USPTO retrosynthesis dataset with 1.9M reactions from patents (1976-2016). Predict the reactants needed to synthesize the given product. (1) Given the product [C:1]([O:5][C:6]([N:8]1[CH2:13][CH:12]=[C:11]([C:14]2[NH:23][C:17]3[N:18]=[CH:19][N:20]=[C:21]([NH:34][C:30]4[CH:29]=[C:28]5[C:33](=[CH:32][CH:31]=4)[N:25]([CH3:24])[N:26]=[CH:27]5)[C:16]=3[CH:15]=2)[CH2:10][CH2:9]1)=[O:7])([CH3:4])([CH3:3])[CH3:2], predict the reactants needed to synthesize it. The reactants are: [C:1]([O:5][C:6]([N:8]1[CH2:13][CH:12]=[C:11]([C:14]2[NH:23][C:17]3[N:18]=[CH:19][N:20]=[C:21](Cl)[C:16]=3[CH:15]=2)[CH2:10][CH2:9]1)=[O:7])([CH3:4])([CH3:3])[CH3:2].[CH3:24][N:25]1[C:33]2[C:28](=[CH:29][C:30]([NH2:34])=[CH:31][CH:32]=2)[CH:27]=[N:26]1. (2) Given the product [CH3:25][O:24][C:22]1[CH:23]=[C:18]([N:13]2[CH2:14][CH2:15][N:11]([C:2]3[CH:3]=[CH:4][C:5]4[C:10](=[CH:9][CH:8]=[CH:7][CH:6]=4)[CH:1]=3)[C:12]2=[O:16])[CH:19]=[N:20][CH:21]=1, predict the reactants needed to synthesize it. The reactants are: [CH:1]1[C:10]2[C:5](=[CH:6][CH:7]=[CH:8][CH:9]=2)[CH:4]=[CH:3][C:2]=1[N:11]1[CH2:15][CH2:14][NH:13][C:12]1=[O:16].Br[C:18]1[CH:19]=[N:20][CH:21]=[C:22]([O:24][CH3:25])[CH:23]=1.N[C@@H]1CCCC[C@H]1N.C(=O)([O-])[O-].[K+].[K+]. (3) Given the product [C:1]1([C:7]2[CH:8]=[CH:9][C:10]([C:23](=[O:25])[CH2:30][CH3:31])=[N:11][C:12]=2[C:13]2[CH:18]=[CH:17][C:16]([C:19]([F:20])([F:21])[F:22])=[CH:15][CH:14]=2)[CH:2]=[CH:3][CH:4]=[CH:5][CH:6]=1, predict the reactants needed to synthesize it. The reactants are: [C:1]1([C:7]2[CH:8]=[CH:9][C:10]([C:23]([O:25]CC)=O)=[N:11][C:12]=2[C:13]2[CH:18]=[CH:17][C:16]([C:19]([F:22])([F:21])[F:20])=[CH:15][CH:14]=2)[CH:6]=[CH:5][CH:4]=[CH:3][CH:2]=1.CN[CH2:30][CH2:31]NC.C([Al](CC)CC)C. (4) Given the product [CH:1]1([CH2:4][NH:5][C:6](=[O:7])[C:8]2[CH:9]=[CH:10][C:11]([CH3:47])=[C:12]([C:14]3[C:15]4[CH:37]=[CH:36][C:35](=[O:38])[N:34]([C:39]5[C:40]([F:46])=[CH:41][CH:42]=[CH:43][C:44]=5[F:45])[C:16]=4[N:17]=[C:18]([NH:20][CH:21]4[CH2:26][CH2:25][NH:24][CH2:23][CH2:22]4)[N:19]=3)[CH:13]=2)[CH2:3][CH2:2]1, predict the reactants needed to synthesize it. The reactants are: [CH:1]1([CH2:4][NH:5][C:6]([C:8]2[CH:9]=[CH:10][C:11]([CH3:47])=[C:12]([C:14]3[C:15]4[CH:37]=[CH:36][C:35](=[O:38])[N:34]([C:39]5[C:44]([F:45])=[CH:43][CH:42]=[CH:41][C:40]=5[F:46])[C:16]=4[N:17]=[C:18]([NH:20][CH:21]4[CH2:26][CH2:25][N:24](C(OC(C)(C)C)=O)[CH2:23][CH2:22]4)[N:19]=3)[CH:13]=2)=[O:7])[CH2:3][CH2:2]1.C(O)(C(F)(F)F)=O. (5) Given the product [F:67][C:68]([F:73])([F:72])[C:69]([OH:71])=[O:70].[F:67][C:68]([F:73])([F:72])[C:69]([OH:71])=[O:70].[NH2:8][C@H:9]([C:22]([NH:24][C@H:25]([C:27]([O:29][CH2:30][CH2:31][O:32][C:33]1[CH:38]=[CH:37][C:36]([C:39]2[C:44]([C:45]#[N:46])=[C:43]([S:47][CH2:48][C:49]3[N:50]=[C:51]([C:54]4[CH:55]=[CH:56][C:57]([Cl:60])=[CH:58][CH:59]=4)[S:52][CH:53]=3)[N:42]=[C:41]([N:61]3[CH2:62][CH2:63][CH2:64]3)[C:40]=2[C:65]#[N:66])=[CH:35][CH:34]=1)=[O:28])[CH3:26])=[O:23])[CH2:10][CH2:11][CH2:12][CH2:13][NH2:14], predict the reactants needed to synthesize it. The reactants are: C(OC([NH:8][C@H:9]([C:22]([NH:24][C@H:25]([C:27]([O:29][CH2:30][CH2:31][O:32][C:33]1[CH:38]=[CH:37][C:36]([C:39]2[C:44]([C:45]#[N:46])=[C:43]([S:47][CH2:48][C:49]3[N:50]=[C:51]([C:54]4[CH:59]=[CH:58][C:57]([Cl:60])=[CH:56][CH:55]=4)[S:52][CH:53]=3)[N:42]=[C:41]([N:61]3[CH2:64][CH2:63][CH2:62]3)[C:40]=2[C:65]#[N:66])=[CH:35][CH:34]=1)=[O:28])[CH3:26])=[O:23])[CH2:10][CH2:11][CH2:12][CH2:13][NH:14]C(OC(C)(C)C)=O)=O)(C)(C)C.[F:67][C:68]([F:73])([F:72])[C:69]([OH:71])=[O:70]. (6) Given the product [S:69]1[C:70]2[CH:76]=[CH:75][CH:74]=[CH:73][C:71]=2[N:72]=[C:68]1[S:67][CH2:26][CH2:27][N:28]1[CH2:29][CH2:30][N:31]([CH2:34][C:35]([NH:37][C:38]2[C:39]([N:51]3[CH2:56][CH2:55][O:54][CH2:53][CH2:52]3)=[N:40][C:41]([CH3:50])=[CH:42][C:43]=2[N:44]2[CH2:45][CH2:46][O:47][CH2:48][CH2:49]2)=[O:36])[CH2:32][CH2:33]1, predict the reactants needed to synthesize it. The reactants are: OCCN1CCN(CC(NC2C(SC)=NC(C)=CC=2SC)=O)CC1.O[CH2:26][CH2:27][N:28]1[CH2:33][CH2:32][N:31]([CH2:34][C:35]([NH:37][C:38]2[C:39]([N:51]3[CH2:56][CH2:55][O:54][CH2:53][CH2:52]3)=[N:40][C:41]([CH3:50])=[CH:42][C:43]=2[N:44]2[CH2:49][CH2:48][O:47][CH2:46][CH2:45]2)=[O:36])[CH2:30][CH2:29]1.SC1NC2C=CC=CC=2N=1.[SH:67][C:68]1[S:69][C:70]2[CH:76]=[CH:75][CH:74]=[CH:73][C:71]=2[N:72]=1. (7) Given the product [F:26][C:19]1[CH:20]=[C:21]([CH2:22][NH:23][CH2:4][C:3]2[CH:6]=[CH:7][CH:8]=[CH:9][C:2]=2[F:1])[CH:24]=[CH:25][C:18]=1[C:17]#[N:29], predict the reactants needed to synthesize it. The reactants are: [F:1][C:2]1[CH:9]=[CH:8][CH:7]=[CH:6][C:3]=1[CH2:4]N.C(=O)([O-])[O-].[K+].[K+].Br[CH2:17][C:18]1[CH:25]=[CH:24][C:21]([C:22]#[N:23])=[CH:20][C:19]=1[F:26].C(#[N:29])C. (8) Given the product [Cl:1][C:2]1[C:3]([NH:22][C:23](=[O:31])[CH2:24][CH:25]2[CH2:26][CH2:27][CH2:28][CH2:29][CH2:30]2)=[C:4]2[C:9](=[CH:10][CH:11]=1)[N:8]=[C:7]([N:12]1[CH2:16][CH2:15][C@@H:14]([NH:35][CH2:34][CH2:32][OH:33])[CH2:13]1)[CH:6]=[CH:5]2, predict the reactants needed to synthesize it. The reactants are: [Cl:1][C:2]1[C:3]([NH:22][C:23](=[O:31])[CH2:24][CH:25]2[CH2:30][CH2:29][CH2:28][CH2:27][CH2:26]2)=[C:4]2[C:9](=[CH:10][CH:11]=1)[N:8]=[C:7]([N:12]1[CH2:16][CH2:15][C@H:14](OS(C)(=O)=O)[CH2:13]1)[CH:6]=[CH:5]2.[CH2:32]([CH2:34][NH2:35])[OH:33].